The task is: Regression. Given two drug SMILES strings and cell line genomic features, predict the synergy score measuring deviation from expected non-interaction effect.. This data is from NCI-60 drug combinations with 297,098 pairs across 59 cell lines. (1) Drug 1: C1=CC(=CC=C1CC(C(=O)O)N)N(CCCl)CCCl.Cl. Drug 2: COC1=C2C(=CC3=C1OC=C3)C=CC(=O)O2. Cell line: UACC62. Synergy scores: CSS=11.1, Synergy_ZIP=-3.79, Synergy_Bliss=-1.30, Synergy_Loewe=-6.98, Synergy_HSA=-1.43. (2) Drug 1: C(=O)(N)NO. Drug 2: CCC1(C2=C(COC1=O)C(=O)N3CC4=CC5=C(C=CC(=C5CN(C)C)O)N=C4C3=C2)O.Cl. Cell line: NCI-H522. Synergy scores: CSS=28.1, Synergy_ZIP=-0.227, Synergy_Bliss=4.42, Synergy_Loewe=-14.3, Synergy_HSA=3.72. (3) Drug 1: CN1C(=O)N2C=NC(=C2N=N1)C(=O)N. Drug 2: CC(C)CN1C=NC2=C1C3=CC=CC=C3N=C2N. Cell line: OVCAR-4. Synergy scores: CSS=-2.24, Synergy_ZIP=0.716, Synergy_Bliss=0.875, Synergy_Loewe=-2.48, Synergy_HSA=-1.92. (4) Drug 1: CC1=C(C=C(C=C1)NC2=NC=CC(=N2)N(C)C3=CC4=NN(C(=C4C=C3)C)C)S(=O)(=O)N.Cl. Drug 2: CCC1=C2CN3C(=CC4=C(C3=O)COC(=O)C4(CC)O)C2=NC5=C1C=C(C=C5)O. Cell line: CCRF-CEM. Synergy scores: CSS=50.6, Synergy_ZIP=1.20, Synergy_Bliss=-0.0969, Synergy_Loewe=-34.0, Synergy_HSA=0.182. (5) Drug 1: C1CC(C1)(C(=O)O)C(=O)O.[NH2-].[NH2-].[Pt+2]. Drug 2: CS(=O)(=O)OCCCCOS(=O)(=O)C. Cell line: HCT-15. Synergy scores: CSS=1.59, Synergy_ZIP=0.328, Synergy_Bliss=-2.73, Synergy_Loewe=-2.67, Synergy_HSA=-3.96.